This data is from Catalyst prediction with 721,799 reactions and 888 catalyst types from USPTO. The task is: Predict which catalyst facilitates the given reaction. (1) Reactant: [Cl:1][C:2]1[CH:3]=[C:4]([C@H:8]([O:22][CH2:23][CH2:24][NH:25][C:26]([O:28][CH3:29])=[O:27])[C@@H:9]2[CH2:14][CH2:13][CH2:12][N:11](C(OC(C)(C)C)=O)[CH2:10]2)[CH:5]=[CH:6][CH:7]=1.[C:30]([OH:36])([C:32]([F:35])([F:34])[F:33])=[O:31]. Product: [Cl:1][C:2]1[CH:3]=[C:4]([C@@H:8]([C@@H:9]2[CH2:14][CH2:13][CH2:12][NH:11][CH2:10]2)[O:22][CH2:23][CH2:24][NH:25][C:26](=[O:27])[O:28][CH3:29])[CH:5]=[CH:6][CH:7]=1.[C:30]([OH:36])([C:32]([F:35])([F:34])[F:33])=[O:31]. The catalyst class is: 2. (2) Reactant: [CH2:1]([N:3]([C@H:7]([C:15]1[CH:20]=[CH:19][CH:18]=[CH:17][CH:16]=1)[C:8]([O:10]C(C)(C)C)=[O:9])[C:4](=[O:6])[CH3:5])[CH3:2].FC(F)(F)C(O)=O. Product: [CH2:1]([N:3]([C@H:7]([C:15]1[CH:20]=[CH:19][CH:18]=[CH:17][CH:16]=1)[C:8]([OH:10])=[O:9])[C:4](=[O:6])[CH3:5])[CH3:2]. The catalyst class is: 2. (3) Reactant: [C:1]([NH:4][C:5]([NH2:7])=[S:6])(=[NH:3])[NH2:2].Cl[CH2:9][C:10](=O)[CH3:11]. Product: [CH3:11][C:10]1[N:7]=[C:5]([NH:4][C:1]([NH2:2])=[NH:3])[S:6][CH:9]=1. The catalyst class is: 21. (4) Reactant: C[Si]([N-:5][Si](C)(C)C)(C)C.[Na+].Cl[C:12]1[CH:17]=[C:16]([Cl:18])[N:15]=[C:14]([S:19][CH3:20])[N:13]=1.[NH2:21][C:22]1C=[CH:30][C:25]([C:26]([O:28][CH3:29])=[O:27])=[CH:24][CH:23]=1. Product: [Cl:18][C:16]1[N:15]=[C:14]([S:19][CH3:20])[N:13]=[C:12]([NH:5][C:22]2[CH:23]=[CH:24][C:25]([C:26]([O:28][CH3:29])=[O:27])=[CH:30][N:21]=2)[CH:17]=1. The catalyst class is: 1. (5) Reactant: [Br:1][C:2]1[CH:3]=[C:4]2[C:9](=[CH:10][CH:11]=1)[O:8][CH2:7][C:6]([CH3:13])([CH3:12])[C:5]2([NH:16]S(C(C)(C)C)=O)[CH:14]=[CH2:15].Cl.[OH-].[K+]. Product: [Br:1][C:2]1[CH:3]=[C:4]2[C:9](=[CH:10][CH:11]=1)[O:8][CH2:7][C:6]([CH3:12])([CH3:13])[C:5]2([CH:14]=[CH2:15])[NH2:16]. The catalyst class is: 12. (6) Reactant: [CH3:1][C:2]1[CH:7]=[C:6]([NH2:8])[N:5]2[N:9]=[CH:10][N:11]=[C:4]2[N:3]=1.[Na+].[I-:13].CC1C=CC(S([N-]Cl)(=O)=O)=CC=1.O.O.O.[Na+]. Product: [I:13][C:7]1[C:2]([CH3:1])=[N:3][C:4]2[N:5]([N:9]=[CH:10][N:11]=2)[C:6]=1[NH2:8]. The catalyst class is: 15. (7) Reactant: [Cl:1][C:2]1[C:3]([NH:16][NH2:17])=[N:4][C:5]2[C:10]([N:11]=1)=[CH:9][C:8]([C:12]([O:14][CH3:15])=[O:13])=[CH:7][CH:6]=2.[O:18]1[CH2:23][CH2:22][CH:21]([C:24](O)=[O:25])[CH2:20][CH2:19]1.C(N(C(C)C)CC)(C)C.F[P-](F)(F)(F)(F)F.Br[P+](N1CCCC1)(N1CCCC1)N1CCCC1. Product: [Cl:1][C:2]1[C:3]([NH:16][NH:17][C:24]([CH:21]2[CH2:22][CH2:23][O:18][CH2:19][CH2:20]2)=[O:25])=[N:4][C:5]2[C:10]([N:11]=1)=[CH:9][C:8]([C:12]([O:14][CH3:15])=[O:13])=[CH:7][CH:6]=2. The catalyst class is: 145. (8) Reactant: [NH2:1][C:2]1[S:6][C:5]2[CH2:7][CH2:8][CH2:9][CH2:10][C:4]=2[C:3]=1[C:11]([NH2:13])=[O:12].C(C1C(=O)C(Cl)=C(Cl)C(=O)C=1C#N)#N. Product: [NH2:1][C:2]1[S:6][C:5]2[CH:7]=[CH:8][CH:9]=[CH:10][C:4]=2[C:3]=1[C:11]([NH2:13])=[O:12]. The catalyst class is: 11. (9) Reactant: Br[C:2]1[CH:3]=[C:4]([CH:13]=[CH:14][C:15]=1[F:16])[O:5][CH2:6][C:7]([NH:9][CH:10]1[CH2:12][CH2:11]1)=[O:8].[B:17]1([B:17]2[O:21][C:20]([CH3:23])([CH3:22])[C:19]([CH3:25])([CH3:24])[O:18]2)[O:21][C:20]([CH3:23])([CH3:22])[C:19]([CH3:25])([CH3:24])[O:18]1.C([O-])(=O)C.[K+]. Product: [CH:10]1([NH:9][C:7](=[O:8])[CH2:6][O:5][C:4]2[CH:13]=[CH:14][C:15]([F:16])=[C:2]([B:17]3[O:21][C:20]([CH3:23])([CH3:22])[C:19]([CH3:25])([CH3:24])[O:18]3)[CH:3]=2)[CH2:12][CH2:11]1. The catalyst class is: 800.